Dataset: CYP2C19 inhibition data for predicting drug metabolism from PubChem BioAssay. Task: Regression/Classification. Given a drug SMILES string, predict its absorption, distribution, metabolism, or excretion properties. Task type varies by dataset: regression for continuous measurements (e.g., permeability, clearance, half-life) or binary classification for categorical outcomes (e.g., BBB penetration, CYP inhibition). Dataset: cyp2c19_veith. (1) The compound is CC(C)Oc1ccc(CNC(=O)CC(c2ccccc2)c2cc(Cl)ccc2O)cc1. The result is 1 (inhibitor). (2) The molecule is O=C(O)c1nn(-c2ccccc2-c2n[nH]c(=O)[nH]c2=O)c(=O)[nH]c1=O. The result is 0 (non-inhibitor). (3) The drug is COCCn1c(=O)c(-c2cc(F)cc(F)c2)nc2cnc(N3CCN(C)CC3)nc21. The result is 0 (non-inhibitor).